This data is from Catalyst prediction with 721,799 reactions and 888 catalyst types from USPTO. The task is: Predict which catalyst facilitates the given reaction. (1) Reactant: [NH2:1][C:2]1[CH:7]=[CH:6][CH:5]=[CH:4][N:3]=1.N1C=CC=CC=1.Cl[C:15](OC1C=CC=CC=1)=[O:16].[Cl:24][C:25]1[CH:31]=[C:30]([O:32][C:33]2[C:34]3[N:41]([CH3:42])[CH:40]=[CH:39][C:35]=3[N:36]=[CH:37][N:38]=2)[CH:29]=[CH:28][C:26]=1[NH2:27]. Product: [Cl:24][C:25]1[CH:31]=[C:30]([O:32][C:33]2[C:34]3[N:41]([CH3:42])[CH:40]=[CH:39][C:35]=3[N:36]=[CH:37][N:38]=2)[CH:29]=[CH:28][C:26]=1[NH:27][C:15]([NH:1][C:2]1[CH:7]=[CH:6][CH:5]=[CH:4][N:3]=1)=[O:16]. The catalyst class is: 60. (2) Reactant: [S:1]1[C:5]2[CH:6]=[CH:7][CH:8]=[CH:9][C:4]=2[C:3]([N:10]2[CH2:15][CH2:14][N:13]([CH2:16][CH2:17][C:18]3[CH:26]=[C:25]4[C:21]([CH2:22][CH:23]([NH:29][C:30](=O)[CH3:31])[C:24]4([CH3:28])[CH3:27])=[CH:20][CH:19]=3)[CH2:12][CH2:11]2)=[N:2]1. The catalyst class is: 1. Product: [S:1]1[C:5]2[CH:6]=[CH:7][CH:8]=[CH:9][C:4]=2[C:3]([N:10]2[CH2:15][CH2:14][N:13]([CH2:16][CH2:17][C:18]3[CH:26]=[C:25]4[C:21]([CH2:22][CH:23]([NH:29][CH2:30][CH3:31])[C:24]4([CH3:28])[CH3:27])=[CH:20][CH:19]=3)[CH2:12][CH2:11]2)=[N:2]1. (3) Reactant: Br[C:2]1[CH:3]=[C:4]([NH:8][CH:9]([C:11]2[CH:20]=[CH:19][C:18]3[C:13](=[CH:14][CH:15]=[CH:16][CH:17]=3)[CH:12]=2)[CH3:10])[CH:5]=[N:6][CH:7]=1.[O:21]1[CH:25]=[CH:24][C:23](B(O)O)=[CH:22]1.C(#N)C.C(=O)([O-])[O-].[Na+].[Na+]. Product: [O:21]1[CH:25]=[CH:24][C:23]([C:2]2[CH:3]=[C:4]([NH:8][CH:9]([C:11]3[CH:20]=[CH:19][C:18]4[C:13](=[CH:14][CH:15]=[CH:16][CH:17]=4)[CH:12]=3)[CH3:10])[CH:5]=[N:6][CH:7]=2)=[CH:22]1. The catalyst class is: 189. (4) Reactant: [CH2:1]([NH:8][C:9](=[O:26])[CH:10]([NH:17][CH2:18][C:19]1[CH:24]=[CH:23][C:22]([Cl:25])=[CH:21][CH:20]=1)[C:11]1[CH:16]=[CH:15][CH:14]=[CH:13][CH:12]=1)[C:2]1[CH:7]=[CH:6][CH:5]=[CH:4][CH:3]=1.C(N(CC)CC)C.[C:34](Br)(=[O:36])[CH3:35]. Product: [C:34]([N:17]([CH2:18][C:19]1[CH:24]=[CH:23][C:22]([Cl:25])=[CH:21][CH:20]=1)[CH:10]([C:11]1[CH:16]=[CH:15][CH:14]=[CH:13][CH:12]=1)[C:9]([NH:8][CH2:1][C:2]1[CH:7]=[CH:6][CH:5]=[CH:4][CH:3]=1)=[O:26])(=[O:36])[CH3:35]. The catalyst class is: 2. (5) Reactant: [CH3:1][C:2]1[CH:7]=[C:6]([CH3:8])[CH:5]=[C:4]([CH3:9])[C:3]=1[CH2:10][C:11](Cl)=[O:12].[NH2:14][CH:15]([CH2:18][CH:19]1[CH2:24][CH2:23][N:22]([O:25][CH3:26])[CH2:21][CH2:20]1)[C:16]#[N:17].C([O-])([O-])=O.[K+].[K+]. The catalyst class is: 20. Product: [C:16]([CH:15]([NH:14][C:11](=[O:12])[CH2:10][C:3]1[C:2]([CH3:1])=[CH:7][C:6]([CH3:8])=[CH:5][C:4]=1[CH3:9])[CH2:18][CH:19]1[CH2:24][CH2:23][N:22]([O:25][CH3:26])[CH2:21][CH2:20]1)#[N:17]. (6) Reactant: CN(C(ON1N=NC2C=CC=CC1=2)=[N+](C)C)C.F[P-](F)(F)(F)(F)F.C1C=CC2N(O)N=NC=2C=1.O.[NH2:36][C@@H:37]1[C:43](=[O:44])[NH:42][C:41]2[CH:45]=[CH:46][CH:47]=[CH:48][C:40]=2[CH2:39][CH2:38]1.[C:49]([O:53][C:54]([N:56]([CH3:63])[C@@H:57]([CH2:61][CH3:62])[C:58](O)=[O:59])=[O:55])([CH3:52])([CH3:51])[CH3:50]. Product: [CH3:63][N:56]([C@@H:57]([CH2:61][CH3:62])[C:58](=[O:59])[NH:36][C@@H:37]1[C:43](=[O:44])[NH:42][C:41]2[CH:45]=[CH:46][CH:47]=[CH:48][C:40]=2[CH2:39][CH2:38]1)[C:54](=[O:55])[O:53][C:49]([CH3:52])([CH3:51])[CH3:50]. The catalyst class is: 31. (7) Reactant: CS(O[CH:6]1[CH2:11][CH2:10][CH:9]([O:12][C:13]2[C:18]([F:19])=[CH:17][C:16]([C:20]3[CH:25]=[CH:24][C:23]([S:26]([CH3:29])(=[O:28])=[O:27])=[CH:22][CH:21]=3)=[CH:15][C:14]=2[F:30])[CH2:8][CH2:7]1)(=O)=O.[N-:31]=[N+:32]=[N-:33].[Na+]. Product: [N:31]([CH:6]1[CH2:11][CH2:10][CH:9]([O:12][C:13]2[C:18]([F:19])=[CH:17][C:16]([C:20]3[CH:25]=[CH:24][C:23]([S:26]([CH3:29])(=[O:28])=[O:27])=[CH:22][CH:21]=3)=[CH:15][C:14]=2[F:30])[CH2:8][CH2:7]1)=[N+:32]=[N-:33]. The catalyst class is: 3.